From a dataset of Full USPTO retrosynthesis dataset with 1.9M reactions from patents (1976-2016). Predict the reactants needed to synthesize the given product. (1) Given the product [CH:1]1([C:27]2[S:31][C:30]([C:32]3[CH:33]=[N:34][N:35]([CH3:41])[C:36]=3[C:37]([O:39][CH3:40])=[O:38])=[N:29][C:28]=2[CH:42]([F:43])[F:44])[CH2:3][CH2:2]1, predict the reactants needed to synthesize it. The reactants are: [CH:1]1(B(O)O)[CH2:3][CH2:2]1.C1(P(C2CCCCC2)C2CCCCC2)CCCCC1.Br[C:27]1[S:31][C:30]([C:32]2[CH:33]=[N:34][N:35]([CH3:41])[C:36]=2[C:37]([O:39][CH3:40])=[O:38])=[N:29][C:28]=1[CH:42]([F:44])[F:43].C(=O)([O-])O.[Na+]. (2) The reactants are: [NH:1]1[CH2:5][CH2:4][CH:3]([OH:6])[CH2:2]1.C(N(CC)CC)C.[CH2:14]([O:21][C:22](Cl)=[O:23])[C:15]1[CH:20]=[CH:19][CH:18]=[CH:17][CH:16]=1. Given the product [CH2:14]([O:21][C:22]([N:1]1[CH2:5][CH2:4][CH:3]([OH:6])[CH2:2]1)=[O:23])[C:15]1[CH:20]=[CH:19][CH:18]=[CH:17][CH:16]=1, predict the reactants needed to synthesize it. (3) Given the product [Cl:39][C:38]1[S:37][C:36]([CH:40]2[CH2:41][CH2:42][N:43]([C:46](=[O:57])[CH2:47][N:48]3[C:49]4=[N:50][CH:51]=[CH:56][CH:55]=[C:54]4[N:53]=[CH:52]3)[CH2:44][CH2:45]2)=[N:35][C:34]=1[C:25]1[CH:26]=[CH:27][C:28]2[C:5]([CH3:14])([CH3:6])[CH2:3][CH2:22][C:19]([CH3:20])([CH3:21])[C:23]=2[CH:24]=1, predict the reactants needed to synthesize it. The reactants are: BrC[C:3]([C:5]1[CH:14]=[CH:14][C:5]2[C:3](C)(C)CCC(C)(C)[C:6]=2[CH:6]=1)=O.[C:19]([C:23]1[CH:24]=[C:25]([C:34]2[N:35]=[C:36]([CH:40]3[CH2:45][CH2:44][N:43]([C:46](=[O:57])[CH2:47][N:48]4[C:52]5=[N:53][CH:54]=[CH:55][CH:56]=[C:51]5[N:50]=[CH:49]4)[CH2:42][CH2:41]3)[S:37][C:38]=2[Cl:39])[CH:26]=[C:27](SC(F)(F)F)[CH:28]=1)([CH3:22])([CH3:21])[CH3:20].C([O-])(O)=O.[Na+].CCOC(C)=O. (4) Given the product [NH2:7][C:8]1[N:9]([CH3:24])[C:10](=[O:23])[CH2:11][C@@:12]2([C:21]3[C:16](=[CH:17][CH:18]=[C:19]([NH:22][C:31]([C:28]4([C:27]([F:35])([F:34])[F:26])[CH2:30][CH2:29]4)=[O:32])[CH:20]=3)[CH2:15][CH2:14]2)[N:13]=1, predict the reactants needed to synthesize it. The reactants are: C(OC(=O)[NH:7][C:8]1[N:9]([CH3:24])[C:10](=[O:23])[CH2:11][C@@:12]2([C:21]3[C:16](=[CH:17][CH:18]=[C:19]([NH2:22])[CH:20]=3)[CH2:15][CH2:14]2)[N:13]=1)(C)(C)C.[F:26][C:27]([F:35])([F:34])[C:28]1([C:31](O)=[O:32])[CH2:30][CH2:29]1. (5) Given the product [C:1]([O:5][C:6](=[O:11])[NH:7][CH2:8][CH2:9][O:10][CH2:16][C:15]#[CH:14])([CH3:4])([CH3:2])[CH3:3], predict the reactants needed to synthesize it. The reactants are: [C:1]([O:5][C:6](=[O:11])[NH:7][CH2:8][CH2:9][OH:10])([CH3:4])([CH3:3])[CH3:2].[OH-].[Na+].[CH2:14](Br)[C:15]#[CH:16]. (6) The reactants are: [C:1]1([C:7]2[N:11]=[C:10]([N:12]3[CH2:17][CH2:16][NH:15][CH2:14][CH2:13]3)[S:9][N:8]=2)[CH:6]=[CH:5][CH:4]=[CH:3][CH:2]=1.C(N(CC)CC)C.[CH3:25][C:26]1[C:30]([N:31]=[C:32]=[O:33])=[C:29]([CH3:34])[O:28][N:27]=1. Given the product [CH3:25][C:26]1[C:30]([NH:31][C:32]([N:15]2[CH2:16][CH2:17][N:12]([C:10]3[S:9][N:8]=[C:7]([C:1]4[CH:2]=[CH:3][CH:4]=[CH:5][CH:6]=4)[N:11]=3)[CH2:13][CH2:14]2)=[O:33])=[C:29]([CH3:34])[O:28][N:27]=1, predict the reactants needed to synthesize it.